Dataset: Catalyst prediction with 721,799 reactions and 888 catalyst types from USPTO. Task: Predict which catalyst facilitates the given reaction. (1) Reactant: C([C@@:3]12[N:10]([CH3:11])[C@@H:7]([CH2:8][CH2:9]1)[CH2:6][CH:5]([CH2:12][C:13]([O:15][CH2:16][CH3:17])=[O:14])[CH2:4]2)#N. Product: [C@@H:7]12[N:10]([CH3:11])[C@@H:3]([CH2:9][CH2:8]1)[CH2:4][CH:5]([CH2:12][C:13]([O:15][CH2:16][CH3:17])=[O:14])[CH2:6]2. The catalyst class is: 33. (2) Reactant: [NH2:1][C:2]1[CH:3]=[C:4]([CH:22]=[CH:23][CH:24]=1)[CH2:5][N:6]1[C:14]2[CH:13]=[C:12]([NH:15][C:16]3[CH:17]=[N:18][N:19]([CH3:21])[CH:20]=3)[N:11]=[CH:10][C:9]=2[CH:8]=[N:7]1.CCN(C(C)C)C(C)C.[C:34](Cl)(=[O:37])[CH:35]=[CH2:36]. Product: [CH3:21][N:19]1[CH:20]=[C:16]([NH:15][C:12]2[N:11]=[CH:10][C:9]3[CH:8]=[N:7][N:6]([CH2:5][C:4]4[CH:3]=[C:2]([NH:1][C:34](=[O:37])[CH:35]=[CH2:36])[CH:24]=[CH:23][CH:22]=4)[C:14]=3[CH:13]=2)[CH:17]=[N:18]1. The catalyst class is: 59. (3) Reactant: S([O-])([O-])=O.[Na+:5].[Na+].[F:7][C:8]([F:17])([F:16])[C:9]([F:15])([F:14])[S:10](F)(=[O:12])=[O:11].C(=O)([O-])[O-].[Na+].[Na+]. Product: [F:7][C:8]([F:17])([F:16])[C:9]([F:15])([F:14])[S:10]([O-:12])=[O:11].[Na+:5]. The catalyst class is: 6.